This data is from Reaction yield outcomes from USPTO patents with 853,638 reactions. The task is: Predict the reaction yield, written as a fraction of the theoretical maximum amount of product (1.0 means a 100% yield; for example, 0.34 means a 34% yield). (1) The reactants are S([O-])([O-])=O.[Na+].[Na+].[Cl:7][C:8]1[CH:16]=[CH:15][C:14]([S:17](F)(=[O:19])=[O:18])=[CH:13][C:9]=1[C:10]([OH:12])=[O:11].[OH-].[Na+].Cl. The catalyst is O. The product is [Cl:7][C:8]1[CH:16]=[CH:15][C:14]([S:17]([OH:19])=[O:18])=[CH:13][C:9]=1[C:10]([OH:12])=[O:11]. The yield is 0.765. (2) The reactants are [S:1]1[C:13]2[C:12]3[CH:11]=[CH:10][CH:9]=[CH:8][C:7]=3[CH:6]=[N+:5]([O-])[C:4]=2[CH:3]=[CH:2]1.[CH2:15]([Mg]Br)[CH3:16]. The catalyst is O1CCCC1.C(Cl)Cl. The product is [CH2:15]([C:6]1[C:7]2[CH:8]=[CH:9][CH:10]=[CH:11][C:12]=2[C:13]2[S:1][CH:2]=[CH:3][C:4]=2[N:5]=1)[CH3:16]. The yield is 0.810. (3) The reactants are [Cl-].O[NH3+:3].[C:4](=[O:7])([O-])[OH:5].[Na+].CS(C)=O.[OH:13][C:14]1([CH2:18][O:19][C@H:20]2[CH2:25][CH2:24][C@H:23]([N:26]3[C:31](=[O:32])[C:30]([CH2:33][C:34]4[CH:39]=[CH:38][C:37]([C:40]5[C:41]([C:46]#[N:47])=[CH:42][CH:43]=[CH:44][CH:45]=5)=[CH:36][CH:35]=4)=[C:29]([CH2:48][CH2:49][CH3:50])[N:28]4[N:51]=[CH:52][N:53]=[C:27]34)[CH2:22][CH2:21]2)[CH2:17][CH2:16][CH2:15]1. The catalyst is O.C(OCC)(=O)C. The product is [OH:13][C:14]1([CH2:18][O:19][C@H:20]2[CH2:21][CH2:22][C@H:23]([N:26]3[C:31](=[O:32])[C:30]([CH2:33][C:34]4[CH:35]=[CH:36][C:37]([C:40]5[CH:45]=[CH:44][CH:43]=[CH:42][C:41]=5[C:46]5[NH:3][C:4](=[O:7])[O:5][N:47]=5)=[CH:38][CH:39]=4)=[C:29]([CH2:48][CH2:49][CH3:50])[N:28]4[N:51]=[CH:52][N:53]=[C:27]34)[CH2:24][CH2:25]2)[CH2:17][CH2:16][CH2:15]1. The yield is 0.460. (4) The reactants are [C:1]([N:8]1[CH2:13][CH2:12][N:11]([C:14]2[CH:19]=[CH:18][CH:17]=[CH:16][C:15]=2[NH2:20])[CH2:10][CH2:9]1)([O:3][C:4]([CH3:7])([CH3:6])[CH3:5])=[O:2].CCN(CC)CC.[Cl:28][CH2:29][CH2:30][CH2:31][S:32](Cl)(=[O:34])=[O:33]. The catalyst is C(Cl)Cl. The product is [C:1]([N:8]1[CH2:13][CH2:12][N:11]([C:14]2[CH:19]=[CH:18][CH:17]=[CH:16][C:15]=2[NH:20][S:32]([CH2:31][CH2:30][CH2:29][Cl:28])(=[O:34])=[O:33])[CH2:10][CH2:9]1)([O:3][C:4]([CH3:7])([CH3:6])[CH3:5])=[O:2]. The yield is 0.930. (5) The catalyst is CN(C)C1C=CN=CC=1.ClCCl. The yield is 1.00. The product is [C:1]([C:9]1[CH:14]=[CH:13][CH:12]=[CH:11][C:10]=1[NH:15][C@@H:16]([CH2:21][C:22]1[CH:27]=[CH:26][C:25]([O:28][S:36]([C:39]([F:42])([F:41])[F:40])(=[O:38])=[O:37])=[CH:24][CH:23]=1)[C:17]([O:19][CH3:20])=[O:18])(=[O:8])[C:2]1[CH:3]=[CH:4][CH:5]=[CH:6][CH:7]=1. The reactants are [C:1]([C:9]1[CH:14]=[CH:13][CH:12]=[CH:11][C:10]=1[NH:15][C@@H:16]([CH2:21][C:22]1[CH:27]=[CH:26][C:25]([OH:28])=[CH:24][CH:23]=1)[C:17]([O:19][CH3:20])=[O:18])(=[O:8])[C:2]1[CH:7]=[CH:6][CH:5]=[CH:4][CH:3]=1.C(N(CC)CC)C.[S:36](O[S:36]([C:39]([F:42])([F:41])[F:40])(=[O:38])=[O:37])([C:39]([F:42])([F:41])[F:40])(=[O:38])=[O:37].[Cl-].[NH4+]. (6) The reactants are [Cl:1][C:2]1[N:7]=[C:6]([C:8]2[S:12][C:11]([N:13]3[CH2:18][CH2:17][O:16][CH2:15][CH2:14]3)=[N:10][C:9]=2[C:19]2[C:20]([F:26])=[C:21]([CH:23]=[CH:24][CH:25]=2)[NH2:22])[CH:5]=[CH:4][N:3]=1.[F:27][C:28]1[CH:33]=[CH:32][C:31]([F:34])=[CH:30][C:29]=1[S:35](Cl)(=[O:37])=[O:36]. The catalyst is N1C=CC=CC=1. The product is [Cl:1][C:2]1[N:7]=[C:6]([C:8]2[S:12][C:11]([N:13]3[CH2:14][CH2:15][O:16][CH2:17][CH2:18]3)=[N:10][C:9]=2[C:19]2[C:20]([F:26])=[C:21]([NH:22][S:35]([C:29]3[CH:30]=[C:31]([F:34])[CH:32]=[CH:33][C:28]=3[F:27])(=[O:37])=[O:36])[CH:23]=[CH:24][CH:25]=2)[CH:5]=[CH:4][N:3]=1. The yield is 0.446.